Predict which catalyst facilitates the given reaction. From a dataset of Catalyst prediction with 721,799 reactions and 888 catalyst types from USPTO. (1) Reactant: [CH3:1][O:2][C:3]([CH:5]1[CH2:9][C:8](=O)[CH2:7][N:6]1[C:11]([O:13][C:14]([CH3:17])([CH3:16])[CH3:15])=[O:12])=[O:4].[Cl:18][C:19]1[CH:20]=[C:21]([CH:23]=[CH:24][CH:25]=1)[NH2:22].C(O[BH-](OC(=O)C)OC(=O)C)(=O)C.[Na+].C(O)(=O)C. Product: [CH3:1][O:2][C:3]([C@@H:5]1[CH2:9][C@H:8]([NH:22][C:21]2[CH:23]=[CH:24][CH:25]=[C:19]([Cl:18])[CH:20]=2)[CH2:7][N:6]1[C:11]([O:13][C:14]([CH3:17])([CH3:16])[CH3:15])=[O:12])=[O:4]. The catalyst class is: 2. (2) Reactant: [OH:1][C:2]1[C:11]2[C:6](=[CH:7][CH:8]=[C:9]([NH:12][C:13](=[O:15])[CH3:14])[CH:10]=2)[N:5]=[C:4]([CH3:16])[CH:3]=1.S(OC)(O[CH3:21])(=O)=O. Product: [CH3:21][O:1][C:2]1[C:11]2[C:6](=[CH:7][CH:8]=[C:9]([NH:12][C:13](=[O:15])[CH3:14])[CH:10]=2)[N:5]=[C:4]([CH3:16])[CH:3]=1. The catalyst class is: 11.